Dataset: Merck oncology drug combination screen with 23,052 pairs across 39 cell lines. Task: Regression. Given two drug SMILES strings and cell line genomic features, predict the synergy score measuring deviation from expected non-interaction effect. (1) Drug 1: N#Cc1ccc(Cn2cncc2CN2CCN(c3cccc(Cl)c3)C(=O)C2)cc1. Drug 2: COc1cc(C2c3cc4c(cc3C(OC3OC5COC(C)OC5C(O)C3O)C3COC(=O)C23)OCO4)cc(OC)c1O. Cell line: MSTO. Synergy scores: synergy=-16.6. (2) Drug 1: CN(Cc1cnc2nc(N)nc(N)c2n1)c1ccc(C(=O)NC(CCC(=O)O)C(=O)O)cc1. Drug 2: NC1(c2ccc(-c3nc4ccn5c(=O)[nH]nc5c4cc3-c3ccccc3)cc2)CCC1. Cell line: HCT116. Synergy scores: synergy=-19.2. (3) Drug 1: CCC1(O)CC2CN(CCc3c([nH]c4ccccc34)C(C(=O)OC)(c3cc4c(cc3OC)N(C)C3C(O)(C(=O)OC)C(OC(C)=O)C5(CC)C=CCN6CCC43C65)C2)C1. Drug 2: C#Cc1cccc(Nc2ncnc3cc(OCCOC)c(OCCOC)cc23)c1. Cell line: LOVO. Synergy scores: synergy=42.4. (4) Drug 1: O=C(CCCCCCC(=O)Nc1ccccc1)NO. Drug 2: NC1(c2ccc(-c3nc4ccn5c(=O)[nH]nc5c4cc3-c3ccccc3)cc2)CCC1. Cell line: A2058. Synergy scores: synergy=11.2. (5) Drug 1: N#Cc1ccc(Cn2cncc2CN2CCN(c3cccc(Cl)c3)C(=O)C2)cc1. Drug 2: CC(C)CC(NC(=O)C(Cc1ccccc1)NC(=O)c1cnccn1)B(O)O. Cell line: NCIH23. Synergy scores: synergy=-3.80. (6) Drug 1: CN(Cc1cnc2nc(N)nc(N)c2n1)c1ccc(C(=O)NC(CCC(=O)O)C(=O)O)cc1. Drug 2: CNC(=O)c1cc(Oc2ccc(NC(=O)Nc3ccc(Cl)c(C(F)(F)F)c3)cc2)ccn1. Cell line: UACC62. Synergy scores: synergy=-6.10.